From a dataset of NCI-60 drug combinations with 297,098 pairs across 59 cell lines. Regression. Given two drug SMILES strings and cell line genomic features, predict the synergy score measuring deviation from expected non-interaction effect. (1) Drug 1: CC1=C2C(C(=O)C3(C(CC4C(C3C(C(C2(C)C)(CC1OC(=O)C(C(C5=CC=CC=C5)NC(=O)OC(C)(C)C)O)O)OC(=O)C6=CC=CC=C6)(CO4)OC(=O)C)OC)C)OC. Drug 2: C1=NC2=C(N1)C(=S)N=CN2. Cell line: CCRF-CEM. Synergy scores: CSS=45.4, Synergy_ZIP=-12.0, Synergy_Bliss=-15.7, Synergy_Loewe=-17.9, Synergy_HSA=-13.5. (2) Drug 1: CC1C(C(CC(O1)OC2CC(CC3=C2C(=C4C(=C3O)C(=O)C5=C(C4=O)C(=CC=C5)OC)O)(C(=O)C)O)N)O.Cl. Drug 2: CC1C(C(CC(O1)OC2CC(CC3=C2C(=C4C(=C3O)C(=O)C5=C(C4=O)C(=CC=C5)OC)O)(C(=O)CO)O)N)O.Cl. Cell line: SK-OV-3. Synergy scores: CSS=26.1, Synergy_ZIP=1.93, Synergy_Bliss=2.60, Synergy_Loewe=-0.790, Synergy_HSA=1.16. (3) Drug 1: CC1CCC2CC(C(=CC=CC=CC(CC(C(=O)C(C(C(=CC(C(=O)CC(OC(=O)C3CCCCN3C(=O)C(=O)C1(O2)O)C(C)CC4CCC(C(C4)OC)O)C)C)O)OC)C)C)C)OC. Drug 2: C1CCC(C(C1)N)N.C(=O)(C(=O)[O-])[O-].[Pt+4]. Cell line: PC-3. Synergy scores: CSS=30.5, Synergy_ZIP=0.0996, Synergy_Bliss=5.71, Synergy_Loewe=9.65, Synergy_HSA=9.94. (4) Drug 1: CC1=C(C(CCC1)(C)C)C=CC(=CC=CC(=CC(=O)O)C)C. Drug 2: CC1CCCC2(C(O2)CC(NC(=O)CC(C(C(=O)C(C1O)C)(C)C)O)C(=CC3=CSC(=N3)C)C)C. Cell line: SR. Synergy scores: CSS=70.2, Synergy_ZIP=-0.457, Synergy_Bliss=-0.534, Synergy_Loewe=-0.00701, Synergy_HSA=1.45. (5) Drug 1: C1CCC(C1)C(CC#N)N2C=C(C=N2)C3=C4C=CNC4=NC=N3. Drug 2: C1CN(P(=O)(OC1)NCCCl)CCCl. Cell line: MALME-3M. Synergy scores: CSS=-0.923, Synergy_ZIP=-0.156, Synergy_Bliss=-1.79, Synergy_Loewe=-3.29, Synergy_HSA=-3.21. (6) Drug 1: C1CC(=O)NC(=O)C1N2CC3=C(C2=O)C=CC=C3N. Drug 2: C1C(C(OC1N2C=C(C(=O)NC2=O)F)CO)O. Cell line: 786-0. Synergy scores: CSS=9.07, Synergy_ZIP=-4.46, Synergy_Bliss=-4.80, Synergy_Loewe=-3.55, Synergy_HSA=-2.00. (7) Drug 1: CC1=CC2C(CCC3(C2CCC3(C(=O)C)OC(=O)C)C)C4(C1=CC(=O)CC4)C. Drug 2: C1C(C(OC1N2C=C(C(=O)NC2=O)F)CO)O. Cell line: CCRF-CEM. Synergy scores: CSS=58.7, Synergy_ZIP=-0.837, Synergy_Bliss=-0.0241, Synergy_Loewe=-19.3, Synergy_HSA=0.700. (8) Drug 1: CC1=C(C(=CC=C1)Cl)NC(=O)C2=CN=C(S2)NC3=CC(=NC(=N3)C)N4CCN(CC4)CCO. Drug 2: CCC1(C2=C(COC1=O)C(=O)N3CC4=CC5=C(C=CC(=C5CN(C)C)O)N=C4C3=C2)O.Cl. Cell line: KM12. Synergy scores: CSS=12.4, Synergy_ZIP=1.19, Synergy_Bliss=0.576, Synergy_Loewe=-11.0, Synergy_HSA=-3.57.